Dataset: Reaction yield outcomes from USPTO patents with 853,638 reactions. Task: Predict the reaction yield, written as a fraction of the theoretical maximum amount of product (1.0 means a 100% yield; for example, 0.34 means a 34% yield). (1) No catalyst specified. The reactants are [CH2:1]([O:3][C:4]([C:6]1[CH:7]=[N:8][N:9]2[C:14]([OH:15])=[C:13]([C:16]([OH:18])=O)[CH:12]=[N:11][C:10]=12)=[O:5])[CH3:2].Cl.[F:20][C:21]1[C:26]2[C:27]3([CH2:33][O:34][C:25]=2[CH:24]=[CH:23][CH:22]=1)[CH2:32][CH2:31][NH:30][CH2:29][CH2:28]3. The yield is 0.350. The product is [CH2:1]([O:3][C:4]([C:6]1[CH:7]=[N:8][N:9]2[C:14]([OH:15])=[C:13]([C:16]([N:30]3[CH2:31][CH2:32][C:27]4([C:26]5[C:21]([F:20])=[CH:22][CH:23]=[CH:24][C:25]=5[O:34][CH2:33]4)[CH2:28][CH2:29]3)=[O:18])[CH:12]=[N:11][C:10]=12)=[O:5])[CH3:2]. (2) The reactants are [NH2:1][C:2](=[O:17])[CH2:3][O:4][C:5]1[CH:14]=[CH:13][C:8]([C:9]([O:11][CH3:12])=[O:10])=[C:7]([O:15][CH3:16])[CH:6]=1.[Br:18]Br. The catalyst is C(Cl)(Cl)Cl. The product is [NH2:1][C:2](=[O:17])[CH2:3][O:4][C:5]1[C:14]([Br:18])=[CH:13][C:8]([C:9]([O:11][CH3:12])=[O:10])=[C:7]([O:15][CH3:16])[CH:6]=1. The yield is 0.910. (3) The reactants are Cl[CH2:2][C:3]1[S:7][CH:6]=[N:5][C:4]=1[CH3:8].[CH3:9][C:10]1[N:15]=[C:14]([SH:16])[N:13]=[C:12]([OH:17])[CH:11]=1.C(=O)([O-])[O-].[K+].[K+]. The catalyst is CC(C)=O. The product is [CH3:9][C:10]1[N:15]=[C:14]([S:16][CH2:2][C:3]2[S:7][CH:6]=[N:5][C:4]=2[CH3:8])[N:13]=[C:12]([OH:17])[CH:11]=1. The yield is 0.930. (4) The reactants are [C:1]([O:4][C@H:5]1[C@@H:9]([O:10][C:11](=[O:13])[CH3:12])[C@H:8]([C:14]2[C:18]3[N:19]=[CH:20][N:21]=[C:22](Cl)[C:17]=3[NH:16][CH:15]=2)[N:7]([C:24]([O:26][C:27]([CH3:30])([CH3:29])[CH3:28])=[O:25])[C@@H:6]1[CH2:31][O:32][C:33](=[O:35])[CH3:34])(=[O:3])[CH3:2].[N-:36]=[N+:37]=[N-:38].[Na+].CO.C(Cl)(Cl)Cl.CCCCCC. The catalyst is CN(C=O)C.C(OCC)(=O)C. The product is [C:1]([O:4][C@H:5]1[C@@H:9]([O:10][C:11](=[O:13])[CH3:12])[C@H:8]([C:14]2[C:18]3[N:19]=[CH:20][N:21]=[C:22]([N:36]=[N+:37]=[N-:38])[C:17]=3[NH:16][CH:15]=2)[N:7]([C:24]([O:26][C:27]([CH3:30])([CH3:29])[CH3:28])=[O:25])[C@@H:6]1[CH2:31][O:32][C:33](=[O:35])[CH3:34])(=[O:3])[CH3:2]. The yield is 0.623. (5) The reactants are [F:1][C:2]1[CH:7]=[C:6]([S:8][CH3:9])[CH:5]=[CH:4][C:3]=1[C:10]1[N:11]=[CH:12][C:13]([OH:16])=[N:14][CH:15]=1.CS(O[C@@H:22]([CH:24]1[CH2:29][CH2:28][N:27]([C:30]2[O:34][N:33]=[C:32]([CH:35]([CH3:37])[CH3:36])[N:31]=2)[CH2:26][CH2:25]1)[CH3:23])(=O)=O.C([O-])([O-])=O.[K+].[K+].O. The catalyst is CN(C=O)C. The product is [F:1][C:2]1[CH:7]=[C:6]([S:8][CH3:9])[CH:5]=[CH:4][C:3]=1[C:10]1[CH:15]=[N:14][C:13]([O:16][CH:22]([CH:24]2[CH2:25][CH2:26][N:27]([C:30]3[O:34][N:33]=[C:32]([CH:35]([CH3:36])[CH3:37])[N:31]=3)[CH2:28][CH2:29]2)[CH3:23])=[CH:12][N:11]=1. The yield is 0.430.